Dataset: Forward reaction prediction with 1.9M reactions from USPTO patents (1976-2016). Task: Predict the product of the given reaction. Given the reactants [Cl:1][C:2]1[CH:7]=[CH:6][C:5]([NH:8][C:9]2[N:14]=[C:13]([N:15]3[CH:19]=[CH:18][C:17]([C:20](O)=[O:21])=[N:16]3)[CH:12]=[CH:11][CH:10]=2)=[CH:4][CH:3]=1.B.O, predict the reaction product. The product is: [Cl:1][C:2]1[CH:7]=[CH:6][C:5]([NH:8][C:9]2[N:14]=[C:13]([N:15]3[CH:19]=[CH:18][C:17]([CH2:20][OH:21])=[N:16]3)[CH:12]=[CH:11][CH:10]=2)=[CH:4][CH:3]=1.